Dataset: Full USPTO retrosynthesis dataset with 1.9M reactions from patents (1976-2016). Task: Predict the reactants needed to synthesize the given product. (1) Given the product [CH2:1]([O:3][C:4](=[O:25])[C@@H:5]([NH2:6])[CH2:16][CH2:17][CH2:18][CH2:19][CH2:20][CH:21]=[CH2:22])[CH3:2], predict the reactants needed to synthesize it. The reactants are: [CH2:1]([O:3][C:4]1[C@H:5]([CH2:16][CH2:17][CH2:18][CH2:19][CH2:20][CH:21]=[CH2:22])[N:6]=C(OCC)[C@@H](C(C)C)N=1)[CH3:2].Cl.C([O-])(O)=[O:25].[Na+]. (2) The reactants are: [C:1]([CH2:3][C:4]([O:6][CH2:7][CH3:8])=[O:5])#[N:2].[CH3:9][O:10][C:11](OC)(OC)[CH3:12]. Given the product [C:1](/[C:3](=[C:11](\[O:10][CH3:9])/[CH3:12])/[C:4]([O:6][CH2:7][CH3:8])=[O:5])#[N:2], predict the reactants needed to synthesize it. (3) Given the product [CH3:21][C@@:6]1([C:4]2[CH:73]=[CH:74][C:75]([O:84][C:56]3[CH:55]=[CH:54][CH:53]=[CH:52][CH:57]=3)=[CH:76][CH:77]=2)[O:12][C:10](=[O:11])[N:9]([NH:26][C:30]2[CH:31]=[CH:32][CH:33]=[CH:34][CH:35]=2)[C:7]1=[O:8], predict the reactants needed to synthesize it. The reactants are: CCO[C:4]([C:6]1([CH3:21])[O:12][C:10](=[O:11])[N:9](C2C=C(Cl)C=C(Cl)C=2)[C:7]1=[O:8])=O.CC1(C)OC(=O)[N:26]([C:30]2[CH:35]=[C:34](Cl)[CH:33]=[C:32](Cl)[CH:31]=2)C1=O.CC(NC(N1C(=O)N([C:52]2[CH:53]=[C:54](Cl)[CH:55]=[C:56](Cl)[CH:57]=2)C(=O)C1)=O)C.CC(CC(N1C(=O)N([C:73]2C=[C:77](Cl)[CH:76]=[C:75](Cl)[CH:74]=2)C(=O)C1)=O)C.CC1(COC)OC(=O)N(C2C=C(Cl)C=C(Cl)C=2)C1=[O:84].CC12C(=O)N(C3C=C(Cl)C=C(Cl)C=3)C(=O)C1(C)C2.CC1(C=C)OC(=O)N(C2C=C(Cl)C=C(Cl)C=2)C1=O.C1C2C(N(SC(Cl)(Cl)C(Cl)Cl)C(=O)C2CC=C1)=O.C1C2C(N(SC(Cl)(Cl)Cl)C(=O)C2CC=C1)=O.CCOP(OCC)(N1C(=O)C2C(=CC=CC=2)C1=O)=S.C1C=CC2C(=O)N(SC(Cl)(Cl)Cl)C(=O)C=2C=1. (4) The reactants are: [CH2:1]([O:8][C:9]1[C:14]([CH2:15][N:16]2[CH2:25][CH2:24][C:23]3[C:22]([C:26]([OH:28])=O)=[CH:21][C:20]([O:29][CH:30]([CH3:32])[CH3:31])=[C:19]([Cl:33])[C:18]=3[C:17]2=[O:34])=[C:13]([CH3:35])[CH:12]=[C:11]([CH3:36])[N:10]=1)[C:2]1[CH:7]=[CH:6][CH:5]=[CH:4][CH:3]=1.[CH2:37]([N:39](CC)[CH2:40]C)C.CN(C(ON1N=NC2C=CC=NC1=2)=[N+](C)C)C.F[P-](F)(F)(F)(F)F.CNC.Cl. Given the product [CH2:1]([O:8][C:9]1[C:14]([CH2:15][N:16]2[CH2:25][CH2:24][C:23]3[C:22]([C:26]([N:39]([CH3:40])[CH3:37])=[O:28])=[CH:21][C:20]([O:29][CH:30]([CH3:32])[CH3:31])=[C:19]([Cl:33])[C:18]=3[C:17]2=[O:34])=[C:13]([CH3:35])[CH:12]=[C:11]([CH3:36])[N:10]=1)[C:2]1[CH:7]=[CH:6][CH:5]=[CH:4][CH:3]=1, predict the reactants needed to synthesize it. (5) Given the product [CH3:14][C:13]([O:12][C:11]([N:10]=[C:9]([NH:8][C:6]([N:33]([CH2:30][CH:31]=[CH2:32])[CH2:34][CH2:35][CH2:36][CH2:37][CH2:38][CH2:39][CH2:40][CH2:41][NH:42][C:43](=[O:52])[O:44][CH2:45][C:46]1[CH:47]=[CH:48][CH:49]=[CH:50][CH:51]=1)=[O:5])[NH:18][CH2:19][C:20]1[CH:25]=[CH:24][CH:23]=[CH:22][C:21]=1[O:26][CH2:27][CH:28]=[CH2:29])=[O:17])([CH3:15])[CH3:16], predict the reactants needed to synthesize it. The reactants are: CC([O:5][C:6]([NH:8][CH:9]([NH:18][CH2:19][C:20]1[CH:25]=[CH:24][CH:23]=[CH:22][C:21]=1[O:26][CH2:27][CH2:28][CH3:29])[NH:10][C:11](=[O:17])[O:12][C:13]([CH3:16])([CH3:15])[CH3:14])=O)(C)C.[CH2:30]([NH:33][CH2:34][CH2:35][CH2:36][CH2:37][CH2:38][CH2:39][CH2:40][CH2:41][NH:42][C:43](=[O:52])[O:44][CH2:45][C:46]1[CH:51]=[CH:50][CH:49]=[CH:48][CH:47]=1)[CH:31]=[CH2:32].CCN(CC)CC.